Dataset: Reaction yield outcomes from USPTO patents with 853,638 reactions. Task: Predict the reaction yield, written as a fraction of the theoretical maximum amount of product (1.0 means a 100% yield; for example, 0.34 means a 34% yield). (1) The reactants are [F:1][C:2]([F:27])([F:26])[C:3]1[CH:4]=[CH:5][C:6]([NH:9][CH2:10][C@H:11]2[N:18](C(OC(C)(C)C)=O)[CH2:17][CH2:16][C:13]3([CH2:15][CH2:14]3)[CH2:12]2)=[N:7][CH:8]=1.FC(F)(F)C(O)=O. The catalyst is ClCCl. The product is [CH2:14]1[C:13]2([CH2:16][CH2:17][NH:18][C@H:11]([CH2:10][NH:9][C:6]3[CH:5]=[CH:4][C:3]([C:2]([F:1])([F:26])[F:27])=[CH:8][N:7]=3)[CH2:12]2)[CH2:15]1. The yield is 0.900. (2) The reactants are [CH2:1]([P:3]([CH2:6][CH2:7][C:8]#[N:9])(=[O:5])[OH:4])[CH3:2].[CH2:10](O)[CH2:11][CH2:12][CH2:13][OH:14]. The catalyst is C1(C)C=CC=CC=1. The product is [CH2:1]([P:3]([CH2:6][CH2:7][C:8]#[N:9])(=[O:4])[O:5][CH2:10][CH2:11][CH2:12][CH2:13][OH:14])[CH3:2]. The yield is 0.920. (3) The reactants are [CH2:1]([O:8][C@H:9]1[C@H:14]([O:15][CH2:16][C:17]2[CH:22]=[CH:21][CH:20]=[CH:19][CH:18]=2)[C@@H:13]([CH2:23][O:24][CH2:25][C:26]2[CH:31]=[CH:30][CH:29]=[CH:28][CH:27]=2)[O:12][C@@:11]([NH2:65])([O:32][C@@H:33]2[C@@H:46]([CH2:47][O:48][CH2:49][C:50]3[CH:55]=[CH:54][CH:53]=[CH:52][CH:51]=3)[O:45][C@H:36]([O:37][CH2:38][C:39]3[CH:44]=[CH:43][CH:42]=[CH:41][CH:40]=3)[C@H:35]([NH:56][C:57](=[O:59])[CH3:58])[C@H:34]2[O:60][CH2:61][C:62]([OH:64])=[O:63])[C@@H:10]1[C:66]([O:68][CH2:69][C:70]([Cl:73])([Cl:72])[Cl:71])=[O:67])[C:2]1[CH:7]=[CH:6][CH:5]=[CH:4][CH:3]=1.[N+](=[CH2:76])=[N-].C(O)(=O)C. The catalyst is ClCCl.CO.C(OCC)C. The product is [CH2:1]([O:8][C@H:9]1[C@H:14]([O:15][CH2:16][C:17]2[CH:22]=[CH:21][CH:20]=[CH:19][CH:18]=2)[C@@H:13]([CH2:23][O:24][CH2:25][C:26]2[CH:27]=[CH:28][CH:29]=[CH:30][CH:31]=2)[O:12][C@@:11]([NH2:65])([O:32][C@@H:33]2[C@@H:46]([CH2:47][O:48][CH2:49][C:50]3[CH:51]=[CH:52][CH:53]=[CH:54][CH:55]=3)[O:45][C@H:36]([O:37][CH2:38][C:39]3[CH:44]=[CH:43][CH:42]=[CH:41][CH:40]=3)[C@H:35]([NH:56][C:57](=[O:59])[CH3:58])[C@H:34]2[O:60][CH2:61][C:62]([O:64][CH3:76])=[O:63])[C@@H:10]1[C:66]([O:68][CH2:69][C:70]([Cl:71])([Cl:73])[Cl:72])=[O:67])[C:2]1[CH:7]=[CH:6][CH:5]=[CH:4][CH:3]=1. The yield is 0.910. (4) The reactants are [O:1]1[CH2:6][CH2:5][N:4]([C:7]2[CH:16]=[CH:15][C:14]3[C:9](=[C:10]([OH:17])[CH:11]=[CH:12][CH:13]=3)[N:8]=2)[CH2:3][CH2:2]1.Br[CH2:19][C:20]([O:22][CH2:23][CH3:24])=[O:21].C([O-])([O-])=O.[K+].[K+]. The catalyst is CC#N. The product is [O:1]1[CH2:6][CH2:5][N:4]([C:7]2[CH:16]=[CH:15][C:14]3[C:9](=[C:10]([O:17][CH2:19][C:20]([O:22][CH2:23][CH3:24])=[O:21])[CH:11]=[CH:12][CH:13]=3)[N:8]=2)[CH2:3][CH2:2]1. The yield is 0.900. (5) The product is [Cl:1][C:2]1[CH:7]=[C:6]([N+:8]([O-:10])=[O:9])[CH:5]=[CH:4][C:3]=1[O:11][CH2:22][C:21]1[CH:24]=[CH:25][CH:26]=[C:19]([F:18])[CH:20]=1. The catalyst is CC(C)=O. The reactants are [Cl:1][C:2]1[CH:7]=[C:6]([N+:8]([O-:10])=[O:9])[CH:5]=[CH:4][C:3]=1[OH:11].C(=O)([O-])[O-].[K+].[K+].[F:18][C:19]1[CH:20]=[C:21]([CH:24]=[CH:25][CH:26]=1)[CH2:22]Br. The yield is 0.950. (6) The reactants are [OH:1][C@H:2]1[C@H:6]([CH3:7])[O:5][C:4](=[O:8])[C@@H:3]1[CH2:9][CH2:10][C:11]1[CH:16]=[CH:15][CH:14]=[CH:13][CH:12]=1.CC1C=CC=C(C)N=1.FC(F)(F)S(O[Si:31]([CH:38]([CH3:40])[CH3:39])([CH:35]([CH3:37])[CH3:36])[CH:32]([CH3:34])[CH3:33])(=O)=O.C(=O)(O)[O-].[Na+]. The catalyst is C(Cl)Cl. The product is [CH3:7][C@@H:6]1[O:5][C:4](=[O:8])[C@H:3]([CH2:9][CH2:10][C:11]2[CH:16]=[CH:15][CH:14]=[CH:13][CH:12]=2)[C@H:2]1[O:1][Si:31]([CH:38]([CH3:40])[CH3:39])([CH:35]([CH3:37])[CH3:36])[CH:32]([CH3:34])[CH3:33]. The yield is 0.530. (7) The reactants are [CH3:1][C@@H:2]1[C:8]2[CH:9]=[C:10]([C:13]([O:15][CH2:16][CH3:17])=[O:14])[CH:11]=[CH:12][C:7]=2[O:6][CH2:5][CH2:4][N:3]1C(OC(C)(C)C)=O.C(O)(C(F)(F)F)=O. The catalyst is C(Cl)Cl. The product is [CH3:1][C@@H:2]1[C:8]2[CH:9]=[C:10]([C:13]([O:15][CH2:16][CH3:17])=[O:14])[CH:11]=[CH:12][C:7]=2[O:6][CH2:5][CH2:4][NH:3]1. The yield is 0.970. (8) The reactants are [Mg].Br[CH2:3][CH2:4]Br.[CH3:6][C:7]1[CH:12]=[CH:11][C:10](C)=[CH:9][C:8]=1[C:14]1[CH:19]=[CH:18][CH:17]=[C:16](C)[CH:15]=1.[C:21]([P:25]([C:27]([CH3:30])([CH3:29])[CH3:28])Cl)([CH3:24])([CH3:23])[CH3:22].[CH2:31]1[CH2:35]OC[CH2:32]1. The catalyst is [Cu]Cl. The product is [C:21]([P:25]([C:27]([CH3:30])([CH3:29])[CH3:28])[C:19]1[CH:18]=[CH:17][CH:16]=[CH:15][C:14]=1[C:8]1[C:7]([C:6]2[CH:4]=[CH:3][CH:35]=[CH:31][CH:32]=2)=[CH:12][CH:11]=[CH:10][CH:9]=1)([CH3:24])([CH3:23])[CH3:22]. The yield is 0.260.